Dataset: NCI-60 drug combinations with 297,098 pairs across 59 cell lines. Task: Regression. Given two drug SMILES strings and cell line genomic features, predict the synergy score measuring deviation from expected non-interaction effect. (1) Drug 1: CCC1=CC2CC(C3=C(CN(C2)C1)C4=CC=CC=C4N3)(C5=C(C=C6C(=C5)C78CCN9C7C(C=CC9)(C(C(C8N6C)(C(=O)OC)O)OC(=O)C)CC)OC)C(=O)OC.C(C(C(=O)O)O)(C(=O)O)O. Drug 2: CNC(=O)C1=NC=CC(=C1)OC2=CC=C(C=C2)NC(=O)NC3=CC(=C(C=C3)Cl)C(F)(F)F. Cell line: HOP-62. Synergy scores: CSS=27.8, Synergy_ZIP=-6.13, Synergy_Bliss=-0.972, Synergy_Loewe=-4.00, Synergy_HSA=1.96. (2) Drug 1: CC1=C2C(C(=O)C3(C(CC4C(C3C(C(C2(C)C)(CC1OC(=O)C(C(C5=CC=CC=C5)NC(=O)OC(C)(C)C)O)O)OC(=O)C6=CC=CC=C6)(CO4)OC(=O)C)OC)C)OC. Drug 2: COC1=CC(=CC(=C1O)OC)C2C3C(COC3=O)C(C4=CC5=C(C=C24)OCO5)OC6C(C(C7C(O6)COC(O7)C8=CC=CS8)O)O. Cell line: TK-10. Synergy scores: CSS=50.1, Synergy_ZIP=-2.40, Synergy_Bliss=-2.84, Synergy_Loewe=0.792, Synergy_HSA=4.42.